Predict the reactants needed to synthesize the given product. From a dataset of Full USPTO retrosynthesis dataset with 1.9M reactions from patents (1976-2016). (1) Given the product [NH2:1][C:2]1[N:6]([CH:7]2[CH2:12][CH2:11][CH2:10][CH2:9][CH2:8]2)[N:5]=[C:4]([CH3:13])[C:3]=1[C:14]([NH2:15])=[O:16], predict the reactants needed to synthesize it. The reactants are: [NH2:1][C:2]1[N:6]([CH:7]2[CH2:12][CH2:11][CH2:10][CH2:9][CH2:8]2)[N:5]=[C:4]([CH3:13])[C:3]=1[C:14]#[N:15].[OH-:16].[NH4+]. (2) Given the product [C:1]1([S:7]([N:10]2[C:18]3[C:13](=[CH:14][CH:15]=[CH:16][CH:17]=3)[CH:12]=[C:11]2[C:35]2([OH:38])[CH2:36][CH2:37][C:32]([N:31]([CH3:30])[CH3:45])([C:39]3[CH:44]=[CH:43][CH:42]=[CH:41][CH:40]=3)[CH2:33][CH2:34]2)(=[O:9])=[O:8])[CH:2]=[CH:3][CH:4]=[CH:5][CH:6]=1, predict the reactants needed to synthesize it. The reactants are: [C:1]1([S:7]([N:10]2[C:18]3[C:13](=[CH:14][CH:15]=[CH:16][CH:17]=3)[CH:12]=[CH:11]2)(=[O:9])=[O:8])[CH:6]=[CH:5][CH:4]=[CH:3][CH:2]=1.C([Li])CCC.CCCCCC.[CH3:30][N:31]([CH3:45])[C:32]1([C:39]2[CH:44]=[CH:43][CH:42]=[CH:41][CH:40]=2)[CH2:37][CH2:36][C:35](=[O:38])[CH2:34][CH2:33]1. (3) Given the product [Cl:1][C:2]1[C:3]([O:28][C:22]2[CH:27]=[CH:26][CH:25]=[CH:24][CH:23]=2)=[C:4]2[C:9](=[CH:10][CH:11]=1)[O:8][CH:7]([C:12]([F:15])([F:14])[F:13])[C:6]([C:16]([O:18][CH2:19][CH3:20])=[O:17])=[CH:5]2, predict the reactants needed to synthesize it. The reactants are: [Cl:1][C:2]1[C:3](F)=[C:4]2[C:9](=[CH:10][CH:11]=1)[O:8][CH:7]([C:12]([F:15])([F:14])[F:13])[C:6]([C:16]([O:18][CH2:19][CH3:20])=[O:17])=[CH:5]2.[C:22]1([OH:28])[CH:27]=[CH:26][CH:25]=[CH:24][CH:23]=1.C(=O)([O-])[O-].[K+].[K+].CC#N. (4) Given the product [C:17]([Si:14]([CH3:16])([CH3:15])[O:13][C@H:11]1[CH2:12][C@H:7]([O:6][Si:5]([C:1]([CH3:4])([CH3:2])[CH3:3])([CH3:37])[CH3:38])[CH2:8][C:9](=[CH:21]/[CH:22]=[CH:57]/[CH2:56][CH2:55][CH2:54][C@H:51]([O:50][CH:45]2[CH2:46][CH2:47][CH2:48][CH2:49][O:44]2)[CH3:52])[CH2:10]1)([CH3:19])([CH3:20])[CH3:18], predict the reactants needed to synthesize it. The reactants are: [C:1]([Si:5]([CH3:38])([CH3:37])[O:6][C@H:7]1[CH2:12][C@H:11]([O:13][Si:14]([C:17]([CH3:20])([CH3:19])[CH3:18])([CH3:16])[CH3:15])[CH2:10][C:9](=[CH:21][CH2:22]P(=O)(C2C=CC=CC=2)C2C=CC=CC=2)[CH2:8]1)([CH3:4])([CH3:3])[CH3:2].[Li]CCCC.[O:44]1[CH2:49][CH2:48][CH2:47][CH2:46][C@@H:45]1[O:50][CH:51]([CH2:54][CH2:55][CH2:56][CH3:57])[CH:52]=O.[Cl-].[NH4+]. (5) Given the product [ClH:19].[NH:8]1[CH2:13][CH2:12][O:11][CH2:10][CH:9]1[CH2:14][CH2:15][C:16]([OH:18])=[O:17], predict the reactants needed to synthesize it. The reactants are: C(OC([N:8]1[CH2:13][CH2:12][O:11][CH2:10][CH:9]1[CH2:14][CH2:15][C:16]([OH:18])=[O:17])=O)(C)(C)C.[ClH:19]. (6) The reactants are: [CH2:1]([O:8][CH2:9][CH2:10][C:11]1[CH:16]=[CH:15][C:14]([OH:17])=[CH:13][CH:12]=1)[C:2]1[CH:7]=[CH:6][CH:5]=[CH:4][CH:3]=1.[OH2:18].Cl[C:20](Cl)(Cl)[C:21]([CH3:24])(O)[CH3:22].[OH-].[K+].[CH3:29][C:30](C)=[O:31]. Given the product [CH2:1]([O:8][CH2:9][CH2:10][C:11]1[CH:12]=[CH:13][C:14]([O:17][C:21]([CH3:24])([CH3:22])[C:20]([O:31][CH2:30][CH3:29])=[O:18])=[CH:15][CH:16]=1)[C:2]1[CH:3]=[CH:4][CH:5]=[CH:6][CH:7]=1, predict the reactants needed to synthesize it. (7) Given the product [N:6]1[NH:13][N:14]=[N:15][C:5]=1[C:4]1[C:3]([C:2]([F:11])([F:1])[F:12])=[N:10][CH:9]=[CH:8][CH:7]=1, predict the reactants needed to synthesize it. The reactants are: [F:1][C:2]([F:12])([F:11])[C:3]1[N:10]=[CH:9][CH:8]=[CH:7][C:4]=1[C:5]#[N:6].[N-:13]=[N+:14]=[N-:15].[Na+].[Cl-].[NH4+].Cl. (8) Given the product [ClH:36].[OH:26][C:22]1[CH:21]=[C:20]([O:28][CH3:29])[C:19]2[C:18](=[O:30])[NH:17][C:16]([C:12]3[CH:13]=[C:14]([CH3:15])[C:9]([OH:8])=[C:10]([CH3:31])[CH:11]=3)=[CH:25][C:24]=2[N:23]=1, predict the reactants needed to synthesize it. The reactants are: C([O:8][C:9]1[C:14]([CH3:15])=[CH:13][C:12]([C:16]2[NH:17][C:18](=[O:30])[C:19]3[C:20]([O:28][CH3:29])=[CH:21][C:22]([O:26]C)=[N:23][C:24]=3[CH:25]=2)=[CH:11][C:10]=1[CH3:31])C1C=CC=CC=1.B(Br)(Br)Br.[ClH:36].CCOCC.